This data is from Catalyst prediction with 721,799 reactions and 888 catalyst types from USPTO. The task is: Predict which catalyst facilitates the given reaction. Reactant: [F:1][C:2]1[CH:7]=[C:6]([F:8])[CH:5]=[CH:4][C:3]=1[N:9]1[C:13]([C:14]2[N:23]=[C:22]3[N:16]([CH2:17][CH2:18][O:19][C:20]4[CH:27]=[C:26]([CH2:28][NH2:29])[CH:25]=[CH:24][C:21]=43)[CH:15]=2)=[N:12][C:11]([CH3:30])=[N:10]1.[O-:31][C:32]#[N:33].[K+]. Product: [F:1][C:2]1[CH:7]=[C:6]([F:8])[CH:5]=[CH:4][C:3]=1[N:9]1[C:13]([C:14]2[N:23]=[C:22]3[C:21]4[CH:24]=[CH:25][C:26]([CH2:28][NH:29][C:32]([NH2:33])=[O:31])=[CH:27][C:20]=4[O:19][CH2:18][CH2:17][N:16]3[CH:15]=2)=[N:12][C:11]([CH3:30])=[N:10]1. The catalyst class is: 86.